From a dataset of Reaction yield outcomes from USPTO patents with 853,638 reactions. Predict the reaction yield, written as a fraction of the theoretical maximum amount of product (1.0 means a 100% yield; for example, 0.34 means a 34% yield). (1) The reactants are [F:1][C:2]([F:24])([F:23])[C:3]1[CH:4]=[C:5]([C:13]2[N:17]=[CH:16][N:15](/[CH:18]=[CH:19]\[C:20](O)=[O:21])[N:14]=2)[CH:6]=[C:7]([C:9]([F:12])([F:11])[F:10])[CH:8]=1.Cl.[CH3:26][O:27][C:28]([CH:30]1[CH2:33][NH:32][CH2:31]1)=[O:29].C(P1(=O)OP(CCC)(=O)OP(CCC)(=O)O1)CC.CCN(C(C)C)C(C)C. The catalyst is C(Cl)Cl. The product is [F:24][C:2]([F:1])([F:23])[C:3]1[CH:4]=[C:5]([C:13]2[N:17]=[CH:16][N:15](/[CH:18]=[CH:19]\[C:20]([N:32]3[CH2:33][CH:30]([C:28]([O:27][CH3:26])=[O:29])[CH2:31]3)=[O:21])[N:14]=2)[CH:6]=[C:7]([C:9]([F:10])([F:11])[F:12])[CH:8]=1. The yield is 0.240. (2) The reactants are C([S:8]([C:10]1[CH:15]=[CH:14][CH:13]=[CH:12][C:11]=1[S:16]([N:19]1[CH2:24][CH2:23][O:22][CH2:21][CH2:20]1)(=[O:18])=[O:17])=O)C1C=CC=CC=1.Cl. The catalyst is CO. The product is [O:22]1[CH2:23][CH2:24][N:19]([S:16]([C:11]2[CH:12]=[CH:13][CH:14]=[CH:15][C:10]=2[S:8][S:8][C:10]2[CH:15]=[CH:14][CH:13]=[CH:12][C:11]=2[S:16]([N:19]2[CH2:20][CH2:21][O:22][CH2:23][CH2:24]2)(=[O:17])=[O:18])(=[O:18])=[O:17])[CH2:20][CH2:21]1. The yield is 0.230. (3) The reactants are [CH2:1]([O:5][C:6]1[CH:10]=[C:9]([CH2:11][CH2:12][S:13]([NH2:16])(=[O:15])=[O:14])[N:8]([CH2:17][C:18]2[CH:23]=[CH:22][C:21]([Cl:24])=[CH:20][C:19]=2[Cl:25])[N:7]=1)[CH2:2][CH2:3][CH3:4].C(N(CC)C(C)C)(C)C.Cl[C:36]([O:38][CH2:39][CH2:40][CH3:41])=[O:37]. The catalyst is CN(C)C1C=CN=CC=1.CN(C)C(=O)C. The product is [CH2:1]([O:5][C:6]1[CH:10]=[C:9]([CH2:11][CH2:12][S:13]([NH:16][C:36](=[O:37])[O:38][CH2:39][CH2:40][CH3:41])(=[O:14])=[O:15])[N:8]([CH2:17][C:18]2[CH:23]=[CH:22][C:21]([Cl:24])=[CH:20][C:19]=2[Cl:25])[N:7]=1)[CH2:2][CH2:3][CH3:4]. The yield is 0.690. (4) The reactants are [Br:1][C:2]1[N:3]=[C:4]([C@H:12]2[CH2:21][N:20]3[C@H:15]([CH2:16][O:17][C@H:18]([CH3:23])[C:19]3=[O:22])[CH2:14][CH2:13]2)[N:5]2[CH:10]=[CH:9][N:8]=[C:7](Cl)[C:6]=12.O.CC(O)C.[NH4+:29].[OH-]. No catalyst specified. The product is [NH2:29][C:7]1[C:6]2[N:5]([C:4]([C@H:12]3[CH2:21][N:20]4[C@H:15]([CH2:16][O:17][C@H:18]([CH3:23])[C:19]4=[O:22])[CH2:14][CH2:13]3)=[N:3][C:2]=2[Br:1])[CH:10]=[CH:9][N:8]=1. The yield is 0.960. (5) The reactants are C(OP(OCC)(C1C=CC=CC=1)(C1C=CC=CC=1)C1C=CC=CC=1)C.O[CH2:27][CH2:28][C:29]1([SH:40])[CH2:32][N:31]([C:33]([O:35][C:36]([CH3:39])([CH3:38])[CH3:37])=[O:34])[CH2:30]1. The catalyst is C1(C)C=CC=CC=1.CCOC(C)=O. The product is [S:40]1[C:29]2([CH2:32][N:31]([C:33]([O:35][C:36]([CH3:39])([CH3:38])[CH3:37])=[O:34])[CH2:30]2)[CH2:28][CH2:27]1. The yield is 0.460. (6) The reactants are Cl[C:2]1[C:11]2[C:6](=[CH:7][CH:8]=[CH:9][CH:10]=2)[N:5]=[CH:4][N:3]=1.[C:12]([C:16]1[CH:23]=[CH:22][C:19]([CH2:20][NH2:21])=[CH:18][CH:17]=1)([CH3:15])([CH3:14])[CH3:13].C(N(CC)C(C)C)(C)C.FC(F)(F)C(O)=O. The catalyst is CN1CCCC1=O. The product is [C:12]([C:16]1[CH:17]=[CH:18][C:19]([CH2:20][NH:21][C:2]2[C:11]3[C:6](=[CH:7][CH:8]=[CH:9][CH:10]=3)[N:5]=[CH:4][N:3]=2)=[CH:22][CH:23]=1)([CH3:15])([CH3:13])[CH3:14]. The yield is 0.720.